From a dataset of Full USPTO retrosynthesis dataset with 1.9M reactions from patents (1976-2016). Predict the reactants needed to synthesize the given product. (1) Given the product [C:25]([O:24][C:23]([NH:22][CH2:21][CH:20]([C:17]1[CH:18]=[CH:19][C:14]([Cl:13])=[CH:15][CH:16]=1)[CH2:30][C:31]([NH:1][C:2]1[CH:3]=[CH:4][C:5]([C:6]([O:8][CH2:9][CH3:10])=[O:7])=[CH:11][CH:12]=1)=[O:39])=[O:29])([CH3:28])([CH3:26])[CH3:27], predict the reactants needed to synthesize it. The reactants are: [NH2:1][C:2]1[CH:12]=[CH:11][C:5]([C:6]([O:8][CH2:9][CH3:10])=[O:7])=[CH:4][CH:3]=1.[Cl:13][C:14]1[CH:19]=[CH:18][C:17]([CH:20]([CH2:30][C:31](=[O:39])NC2C=CC=CC=2)[CH2:21][NH:22][C:23](=[O:29])[O:24][C:25]([CH3:28])([CH3:27])[CH3:26])=[CH:16][CH:15]=1. (2) Given the product [C:5]([O:9][C:10]([N:12]1[CH2:16][CH2:15][C@@H:14]([C:17]2[CH:22]=[CH:21][C:20]([Br:23])=[CH:19][C:18]=2[OH:24])[CH2:13]1)=[O:11])([CH3:8])([CH3:6])[CH3:7], predict the reactants needed to synthesize it. The reactants are: C([S-])C.[Na+].[C:5]([O:9][C:10]([N:12]1[CH2:16][CH2:15][C@@H:14]([C:17]2[CH:22]=[CH:21][C:20]([Br:23])=[CH:19][C:18]=2[O:24]C)[CH2:13]1)=[O:11])([CH3:8])([CH3:7])[CH3:6].OS([O-])(=O)=O.[K+].[O-]S([O-])(=O)=O.[Na+].[Na+].O. (3) Given the product [C@@H:25]1([NH:24][C:23]2[N:18]3[N:17]=[CH:16][C:15]([C@H:13]4[CH2:12][C@H:11]([OH:34])[C@@H:10]([CH2:9][OH:8])[CH2:14]4)=[C:19]3[N:20]=[CH:21][N:22]=2)[C:33]2[C:28](=[CH:29][CH:30]=[CH:31][CH:32]=2)[CH2:27][CH2:26]1, predict the reactants needed to synthesize it. The reactants are: C([O:8][CH2:9][C:10]1[C@@H:11]([OH:34])[CH2:12][C@H:13]([C:15]2[CH:16]=[N:17][N:18]3[C:23]([NH:24][C@@H:25]4[C:33]5[C:28](=[CH:29][CH:30]=[CH:31][CH:32]=5)[CH2:27][CH2:26]4)=[N:22][CH:21]=[N:20][C:19]=23)[CH:14]=1)C1C=CC=CC=1. (4) Given the product [Cl:1][C:2]1[CH:16]=[CH:15][C:5]([C:6](=[N:28][NH:27][C:23]2[CH:24]=[CH:25][CH:26]=[C:21]([N+:18]([O-:20])=[O:19])[CH:22]=2)[C:8]2[CH:13]=[CH:12][C:11]([Cl:14])=[CH:10][CH:9]=2)=[CH:4][CH:3]=1, predict the reactants needed to synthesize it. The reactants are: [Cl:1][C:2]1[CH:16]=[CH:15][C:5]([C:6]([C:8]2[CH:13]=[CH:12][C:11]([Cl:14])=[CH:10][CH:9]=2)=O)=[CH:4][CH:3]=1.Cl.[N+:18]([C:21]1[CH:22]=[C:23]([NH:27][NH2:28])[CH:24]=[CH:25][CH:26]=1)([O-:20])=[O:19].S(=O)(=O)(O)O. (5) The reactants are: [Br:1][C:2]1[CH:3]=[CH:4][C:5]([F:29])=[C:6]([C@:8]2([CH2:27][F:28])[CH2:13][C@@H:12]([C:14]([F:17])([F:16])[F:15])[O:11][C:10]([NH:18]C(=O)C3C=CC=CC=3)=[N:9]2)[CH:7]=1.N12CCCN=C1CCCCC2. Given the product [Br:1][C:2]1[CH:3]=[CH:4][C:5]([F:29])=[C:6]([C@:8]2([CH2:27][F:28])[CH2:13][C@@H:12]([C:14]([F:16])([F:17])[F:15])[O:11][C:10]([NH2:18])=[N:9]2)[CH:7]=1, predict the reactants needed to synthesize it. (6) Given the product [CH3:1][O:2][C:3]1[CH:4]=[C:5]2[C:10](=[CH:11][C:12]=1[O:13][CH3:14])[N:9]=[CH:8][CH:7]=[C:6]2[O:15][C:16]1[C:22]([CH3:23])=[CH:21][C:19]([NH:20][C:43](=[O:49])[O:42][CH2:40][C:55]2[CH:58]=[CH:59][C:52]([F:51])=[CH:53][CH:54]=2)=[C:18]([CH3:24])[CH:17]=1, predict the reactants needed to synthesize it. The reactants are: [CH3:1][O:2][C:3]1[CH:4]=[C:5]2[C:10](=[CH:11][C:12]=1[O:13][CH3:14])[N:9]=[CH:8][CH:7]=[C:6]2[O:15][C:16]1[C:22]([CH3:23])=[CH:21][C:19]([NH2:20])=[C:18]([CH3:24])[CH:17]=1.C1(C)C=CC=CC=1.C(N(CC)CC)C.Cl[C:40](Cl)([O:42][C:43](=[O:49])OC(Cl)(Cl)Cl)Cl.[F:51][C:52]1[CH:59]=[CH:58][C:55](CO)=[CH:54][CH:53]=1. (7) Given the product [F:1][C:2]1[CH:3]=[CH:4][C:5]2[N:9]=[C:8]([C:10]3[CH:11]=[CH:12][C:13]([N:16]4[CH2:21][CH2:20][CH:19]([O:22][C@@H:23]5[CH2:24][CH2:25][C@H:26]([CH2:29][C:30]([OH:32])=[O:31])[CH2:27][CH2:28]5)[CH2:18][CH2:17]4)=[N:14][CH:15]=3)[NH:7][C:6]=2[CH:34]=1, predict the reactants needed to synthesize it. The reactants are: [F:1][C:2]1[CH:3]=[CH:4][C:5]2[N:9]=[C:8]([C:10]3[CH:11]=[CH:12][C:13]([N:16]4[CH2:21][CH2:20][CH:19]([O:22][C@@H:23]5[CH2:28][CH2:27][C@H:26]([CH2:29][C:30]([O:32]C)=[O:31])[CH2:25][CH2:24]5)[CH2:18][CH2:17]4)=[N:14][CH:15]=3)[NH:7][C:6]=2[CH:34]=1.[OH-].[Li+]. (8) Given the product [CH3:1][O:2][C:3]1[CH:8]=[CH:7][C:6]([N:9]([CH:45]([C:46]2[CH:47]=[CH:48][CH:49]=[CH:50][CH:51]=2)[C:52]2[CH:57]=[CH:56][CH:55]=[CH:54][CH:53]=2)[C:10]2[C:11]3[CH:18]=[CH:17][N:16]([C@@H:19]4[O:34][C@H:33]([CH2:35][OH:36])[C@@H:22]([O:23][C:24](=[O:32])[CH2:25][CH2:26][CH2:27][CH2:28][CH2:29][CH2:30][CH3:31])[C@@:20]4([CH3:44])[OH:21])[C:12]=3[N:13]=[CH:14][N:15]=2)=[CH:5][CH:4]=1, predict the reactants needed to synthesize it. The reactants are: [CH3:1][O:2][C:3]1[CH:8]=[CH:7][C:6]([N:9]([CH:45]([C:52]2[CH:57]=[CH:56][CH:55]=[CH:54][CH:53]=2)[C:46]2[CH:51]=[CH:50][CH:49]=[CH:48][CH:47]=2)[C:10]2[C:11]3[CH:18]=[CH:17][N:16]([C@@H:19]4[O:34][C@H:33]([CH2:35][O:36][Si](C(C)(C)C)(C)C)[C@@H:22]([O:23][C:24](=[O:32])[CH2:25][CH2:26][CH2:27][CH2:28][CH2:29][CH2:30][CH3:31])[C@@:20]4([CH3:44])[OH:21])[C:12]=3[N:13]=[CH:14][N:15]=2)=[CH:5][CH:4]=1.C(N(CC)CC)C.F.F.F.C(N(CC)CC)C. (9) Given the product [Cl:24][C:6]1[CH:5]=[N+:4]([O-:33])[CH:3]=[C:2]([Cl:1])[C:7]=1[CH2:8][C:9]([C:11]1[C:12]2[N:13]([N:19]=[C:20]([C:22]#[N:23])[CH:21]=2)[C:14]([O:17][CH3:18])=[CH:15][CH:16]=1)=[O:10], predict the reactants needed to synthesize it. The reactants are: [Cl:1][C:2]1[CH:3]=[N:4][CH:5]=[C:6]([Cl:24])[C:7]=1[CH2:8][C:9]([C:11]1[C:12]2[N:13]([N:19]=[C:20]([C:22]#[N:23])[CH:21]=2)[C:14]([O:17][CH3:18])=[CH:15][CH:16]=1)=[O:10].C1C=C(Cl)C=C(C(OO)=[O:33])C=1.C(=O)([O-])O.[Na+]. (10) Given the product [CH3:20][O:21][C:22](=[O:29])[CH2:23][CH2:24][CH2:25][CH2:26][CH2:27][O:16][C:9]1[CH:10]=[CH:11][C:12]([N+:13]([O-:15])=[O:14])=[C:7]([CH2:6][CH2:5][CH:4]([O:3][CH2:1][CH3:2])[O:17][CH2:18][CH3:19])[CH:8]=1, predict the reactants needed to synthesize it. The reactants are: [CH2:1]([O:3][CH:4]([O:17][CH2:18][CH3:19])[CH2:5][CH2:6][C:7]1[CH:8]=[C:9]([OH:16])[CH:10]=[CH:11][C:12]=1[N+:13]([O-:15])=[O:14])[CH3:2].[CH3:20][O:21][C:22](=[O:29])[CH2:23][CH2:24][CH2:25][CH2:26][CH2:27]Br.